From a dataset of Forward reaction prediction with 1.9M reactions from USPTO patents (1976-2016). Predict the product of the given reaction. (1) Given the reactants [C:1]1([N:7]2[C:11]([CH2:12][CH2:13][CH:14]=O)=[CH:10][C:9]([CH2:16][CH:17]([CH3:19])[CH3:18])=[N:8]2)[CH:6]=[CH:5][CH:4]=[CH:3][CH:2]=1.[C:20]1([N:26]2[CH2:31][CH2:30][NH:29][CH2:28][CH2:27]2)[CH:25]=[CH:24][CH:23]=[CH:22][CH:21]=1.CCN(C(C)C)C(C)C.[BH-](OC(C)=O)(OC(C)=O)OC(C)=O.[Na+], predict the reaction product. The product is: [C:20]1([N:26]2[CH2:31][CH2:30][N:29]([CH2:14][CH2:13][CH2:12][C:11]3[N:7]([C:1]4[CH:6]=[CH:5][CH:4]=[CH:3][CH:2]=4)[N:8]=[C:9]([CH2:16][CH:17]([CH3:19])[CH3:18])[CH:10]=3)[CH2:28][CH2:27]2)[CH:25]=[CH:24][CH:23]=[CH:22][CH:21]=1. (2) Given the reactants [NH2:1][CH2:2][CH2:3][CH2:4][CH2:5][N:6]1[C:18]2[C:17]3[CH:16]=[CH:15][CH:14]=[CH:13][C:12]=3[N:11]=[C:10]([NH2:19])[C:9]=2[N:8]=[CH:7]1.[O:20]([C:27]1[CH:28]=[C:29]([CH:33]=[CH:34][CH:35]=1)[C:30](Cl)=[O:31])[C:21]1[CH:26]=[CH:25][CH:24]=[CH:23][CH:22]=1, predict the reaction product. The product is: [NH2:19][C:10]1[C:9]2[N:8]=[CH:7][N:6]([CH2:5][CH2:4][CH2:3][CH2:2][NH:1][C:30](=[O:31])[C:29]3[CH:33]=[CH:34][CH:35]=[C:27]([O:20][C:21]4[CH:22]=[CH:23][CH:24]=[CH:25][CH:26]=4)[CH:28]=3)[C:18]=2[C:17]2[CH:16]=[CH:15][CH:14]=[CH:13][C:12]=2[N:11]=1. (3) Given the reactants [C:1]([O:5][C:6]([N:8]1[CH2:13][CH2:12][C:11](=[C:14]([C:41]2[CH:46]=[CH:45][CH:44]=[CH:43][CH:42]=2)[C:15]2[O:16][C:17]([CH:20]3[CH2:23][N:22](C(OCC4C5C=CC=CC=5C5C4=CC=CC=5)=O)[CH2:21]3)=[N:18][N:19]=2)[CH2:10][CH2:9]1)=[O:7])([CH3:4])([CH3:3])[CH3:2].C(S)CCCCCC, predict the reaction product. The product is: [C:1]([O:5][C:6]([N:8]1[CH2:9][CH2:10][C:11](=[C:14]([C:41]2[CH:46]=[CH:45][CH:44]=[CH:43][CH:42]=2)[C:15]2[O:16][C:17]([CH:20]3[CH2:21][NH:22][CH2:23]3)=[N:18][N:19]=2)[CH2:12][CH2:13]1)=[O:7])([CH3:4])([CH3:2])[CH3:3]. (4) Given the reactants ClN1C(=O)CCC1=O.[N:9]1([C:14]2[C:23]3[C:18](=[CH:19][CH:20]=[CH:21][CH:22]=3)[C:17]([CH:24]=[N:25][OH:26])=[CH:16][CH:15]=2)[CH:13]=[N:12][CH:11]=[N:10]1.[Cl:27][C:28]1[CH:33]=[C:32]([C:34]([C:36]([F:39])([F:38])[F:37])=[CH2:35])[CH:31]=[C:30]([Cl:40])[CH:29]=1.C(N(CC)CC)C, predict the reaction product. The product is: [Cl:27][C:28]1[CH:33]=[C:32]([C:34]2([C:36]([F:39])([F:37])[F:38])[O:26][N:25]=[C:24]([C:17]3[C:18]4[C:23](=[CH:22][CH:21]=[CH:20][CH:19]=4)[C:14]([N:9]4[CH:13]=[N:12][CH:11]=[N:10]4)=[CH:15][CH:16]=3)[CH2:35]2)[CH:31]=[C:30]([Cl:40])[CH:29]=1. (5) Given the reactants [NH2:1]/[C:2](/[CH3:11])=[C:3](/[CH2:9][CH3:10])\[C:4]([O:6][CH2:7][CH3:8])=[O:5].C(N(C(C)C)CC)(C)C.Cl[C:22](=[O:29])[CH2:23][C:24]([O:26][CH2:27][CH3:28])=[O:25].C(=O)(O)[O-].[Na+], predict the reaction product. The product is: [CH2:27]([O:26][C:24](=[O:25])[CH2:23][C:22]([NH:1]/[C:2](/[CH3:11])=[C:3](/[CH2:9][CH3:10])\[C:4]([O:6][CH2:7][CH3:8])=[O:5])=[O:29])[CH3:28].